This data is from Reaction yield outcomes from USPTO patents with 853,638 reactions. The task is: Predict the reaction yield, written as a fraction of the theoretical maximum amount of product (1.0 means a 100% yield; for example, 0.34 means a 34% yield). (1) The reactants are [S:1]([Cl:5])(Cl)(=[O:3])=[O:2].[Cl:6][C:7]1[CH:12]=[CH:11][CH:10]=[C:9]([CH:13]=[CH2:14])[CH:8]=1. The catalyst is CN(C=O)C. The product is [Cl:6][C:7]1[CH:8]=[C:9](/[CH:13]=[CH:14]/[S:1]([Cl:5])(=[O:3])=[O:2])[CH:10]=[CH:11][CH:12]=1. The yield is 0.440. (2) The reactants are Cl.[Cl:2][C:3]1[CH:11]=[C:10]([NH:12][C:13]2[C:22]3[C:17](=[CH:18][CH:19]=[CH:20][C:21]=3[O:23][CH:24]3[CH2:29][CH2:28][N:27]([CH3:30])[CH2:26][CH2:25]3)[N:16]=[CH:15][N:14]=2)[CH:9]=[CH:8][C:4]=1[C:5](O)=[O:6].[CH2:31]1[CH:40]2[CH:35]([CH2:36][CH2:37][CH2:38][CH2:39]2)[CH2:34][CH2:33][NH:32]1. No catalyst specified. The product is [Cl:2][C:3]1[CH:11]=[C:10]([CH:9]=[CH:8][C:4]=1[C:5]([N:32]1[CH2:33][CH2:34][CH:35]2[CH:40]([CH2:39][CH2:38][CH2:37][CH2:36]2)[CH2:31]1)=[O:6])[NH:12][C:13]1[C:22]2[C:17](=[CH:18][CH:19]=[CH:20][C:21]=2[O:23][CH:24]2[CH2:29][CH2:28][N:27]([CH3:30])[CH2:26][CH2:25]2)[N:16]=[CH:15][N:14]=1. The yield is 0.350. (3) The reactants are C(O[C:5](=[O:21])[NH:6][CH:7]1[CH2:11][C:10](=[O:12])[O:9][CH:8]1[O:13][CH2:14][C:15]1[CH:20]=[CH:19][CH:18]=[CH:17][CH:16]=1)C=C.CC1C2C(=CC=CC=2)C(C)=C2C=1C=CC1C2=CC=CC=1.[CH3:42][O:43][C:44]1[CH:65]=[CH:64][C:47]([C:48]([NH:50][C:51]([CH3:63])([CH3:62])[C:52]([N:54]2[CH2:58][CH2:57][CH2:56][CH:55]2C(O)=O)=[O:53])=[O:49])=[CH:46][CH:45]=1.C1C=CC2N(O)N=NC=2C=1.C(Cl)CCl. The catalyst is C(Cl)Cl.C1C=CC([P]([Pd]([P](C2C=CC=CC=2)(C2C=CC=CC=2)C2C=CC=CC=2)([P](C2C=CC=CC=2)(C2C=CC=CC=2)C2C=CC=CC=2)[P](C2C=CC=CC=2)(C2C=CC=CC=2)C2C=CC=CC=2)(C2C=CC=CC=2)C2C=CC=CC=2)=CC=1. The product is [CH2:14]([O:13][CH:8]1[CH:7]([NH:6][C:5]([CH:55]2[CH2:56][CH2:57][CH2:58][N:54]2[C:52](=[O:53])[C:51]([NH:50][C:48](=[O:49])[C:47]2[CH:46]=[CH:45][C:44]([O:43][CH3:42])=[CH:65][CH:64]=2)([CH3:63])[CH3:62])=[O:21])[CH2:11][C:10](=[O:12])[O:9]1)[C:15]1[CH:16]=[CH:17][CH:18]=[CH:19][CH:20]=1. The yield is 0.610. (4) The reactants are [OH:1][C@H:2]([CH2:6][CH:7]([CH3:9])[CH3:8])[C:3]([OH:5])=O.[CH2:10]([N:17]1[CH2:22][CH2:21][NH:20][CH2:19][CH2:18]1)[C:11]1[CH:16]=[CH:15][CH:14]=[CH:13][CH:12]=1.CCN(CC)CC.C1C=CC2N(O)N=NC=2C=1.CCN=C=NCCCN(C)C.Cl. The catalyst is C(Cl)Cl. The product is [CH2:10]([N:17]1[CH2:22][CH2:21][N:20]([C:3](=[O:5])[C@H:2]([OH:1])[CH2:6][CH:7]([CH3:9])[CH3:8])[CH2:19][CH2:18]1)[C:11]1[CH:12]=[CH:13][CH:14]=[CH:15][CH:16]=1. The yield is 0.950.